This data is from Reaction yield outcomes from USPTO patents with 853,638 reactions. The task is: Predict the reaction yield, written as a fraction of the theoretical maximum amount of product (1.0 means a 100% yield; for example, 0.34 means a 34% yield). (1) The reactants are [C:1]1([C:15]2[CH:20]=[CH:19][CH:18]=[CH:17][CH:16]=2)[CH:6]=[CH:5][CH:4]=[C:3]([CH:7]([CH2:11][CH:12]([CH3:14])[CH3:13])[C:8]([OH:10])=O)[CH:2]=1.[NH2:21][CH2:22][CH2:23][CH2:24][CH2:25][NH:26][S:27]([C:30]1[CH:35]=[CH:34][C:33]([Cl:36])=[CH:32][C:31]=1[Cl:37])(=[O:29])=[O:28].CN1CCOCC1.CCN=C=NCCCN(C)C.Cl. The catalyst is C(Cl)Cl.C1C=C2C(N(O)N=NC2=CC=1)=O. The product is [C:1]1([C:15]2[CH:20]=[CH:19][CH:18]=[CH:17][CH:16]=2)[CH:6]=[CH:5][CH:4]=[C:3]([CH:7]([CH2:11][CH:12]([CH3:14])[CH3:13])[C:8]([NH:21][CH2:22][CH2:23][CH2:24][CH2:25][NH:26][S:27]([C:30]2[CH:35]=[CH:34][C:33]([Cl:36])=[CH:32][C:31]=2[Cl:37])(=[O:29])=[O:28])=[O:10])[CH:2]=1. The yield is 0.820. (2) The reactants are [F:1][C:2]1[CH:3]=[C:4]([CH:7]=[CH:8][C:9]=1[F:10])[NH:5][CH3:6].Br.Br[CH:13]([C:15]1[CH:16]=[C:17]([C:32]([NH:34][CH2:35][CH2:36][N:37]([CH3:39])[CH3:38])=[O:33])[CH:18]=[C:19]2[C:24]=1[O:23][C:22]([N:25]1[CH2:30][CH2:29][O:28][CH2:27][CH2:26]1)=[CH:21][C:20]2=[O:31])[CH3:14]. No catalyst specified. The product is [F:1][C:2]1[CH:3]=[C:4]([N:5]([CH3:6])[CH:13]([C:15]2[CH:16]=[C:17]([C:32]([NH:34][CH2:35][CH2:36][N:37]([CH3:39])[CH3:38])=[O:33])[CH:18]=[C:19]3[C:24]=2[O:23][C:22]([N:25]2[CH2:30][CH2:29][O:28][CH2:27][CH2:26]2)=[CH:21][C:20]3=[O:31])[CH3:14])[CH:7]=[CH:8][C:9]=1[F:10]. The yield is 0.456. (3) The reactants are C(N)(C)C.[CH3:5][Si:6]([C:9]#[CH:10])([CH3:8])[CH3:7].[CH3:11][O:12][CH:13]1[CH2:22][CH2:21][C:20]2[C:15](=[CH:16][CH:17]=[C:18](Br)[CH:19]=2)[CH2:14]1. The catalyst is CO.O1CCOCC1.C1C=CC(C#N)=CC=1.C1C=CC(C#N)=CC=1.Cl[Pd]Cl.[Cu](I)I.C(P(C(C)(C)C)C(C)(C)C)(C)(C)C. The product is [CH3:11][O:12][CH:13]1[CH2:22][CH2:21][C:20]2[CH:19]=[C:18]([C:10]#[C:9][Si:6]([CH3:8])([CH3:7])[CH3:5])[CH:17]=[CH:16][C:15]=2[CH2:14]1. The yield is 0.930. (4) The reactants are [Cl:1][C:2]1[CH:7]=[CH:6][N:5]=[CH:4][C:3]=1[NH2:8].[NH2:9][C:10]1[C:11]([C:25](O)=[O:26])=[N:12][C:13]([C:17]2[C:22]([F:23])=[CH:21][CH:20]=[CH:19][C:18]=2[F:24])=[C:14]([F:16])[CH:15]=1.C1C=NC2N(O)N=NC=2C=1.CCN=C=NCCCN(C)C.Cl. The catalyst is CN1C(=O)CCC1. The product is [NH2:9][C:10]1[C:11]([C:25]([NH:8][C:3]2[CH:4]=[N:5][CH:6]=[CH:7][C:2]=2[Cl:1])=[O:26])=[N:12][C:13]([C:17]2[C:18]([F:24])=[CH:19][CH:20]=[CH:21][C:22]=2[F:23])=[C:14]([F:16])[CH:15]=1. The yield is 0.140. (5) The reactants are [Br:1][C:2]1[CH:3]=[C:4](N)[CH:5]=[CH:6][C:7]=1[Cl:8].N([O-])=O.[Na+].C(N)(=O)C(N)=O.[I-:20].[K+]. The catalyst is OS(O)(=O)=O.O.CCOC(C)=O. The product is [Br:1][C:2]1[CH:3]=[C:4]([I:20])[CH:5]=[CH:6][C:7]=1[Cl:8]. The yield is 0.750.